This data is from Forward reaction prediction with 1.9M reactions from USPTO patents (1976-2016). The task is: Predict the product of the given reaction. Given the reactants [CH2:1]([O:8][C:9]1[C:14]2[CH:15]=[C:16]([C:18]3[N:19]=[C:20]4[N:24]([CH:25]=3)[N:23]=[C:22](Br)[S:21]4)[O:17][C:13]=2[CH:12]=[CH:11][CH:10]=1)[C:2]1[CH:7]=[CH:6][CH:5]=[CH:4][CH:3]=1.[CH3:27][O-:28].[Na+], predict the reaction product. The product is: [CH2:1]([O:8][C:9]1[C:14]2[CH:15]=[C:16]([C:18]3[N:19]=[C:20]4[N:24]([CH:25]=3)[N:23]=[C:22]([O:28][CH3:27])[S:21]4)[O:17][C:13]=2[CH:12]=[CH:11][CH:10]=1)[C:2]1[CH:7]=[CH:6][CH:5]=[CH:4][CH:3]=1.